This data is from Reaction yield outcomes from USPTO patents with 853,638 reactions. The task is: Predict the reaction yield, written as a fraction of the theoretical maximum amount of product (1.0 means a 100% yield; for example, 0.34 means a 34% yield). (1) The reactants are [CH:1]([CH:4]1[NH:9][CH2:8][CH2:7][N:6]2[C:10]3[CH:16]=[C:15]([S:17]([CH3:20])(=[O:19])=[O:18])[CH:14]=[CH:13][C:11]=3[N:12]=[C:5]12)([CH3:3])[CH3:2].Cl[C:22]1[N:27]=[C:26]([C:28]([F:31])([F:30])[F:29])[CH:25]=[CH:24][N:23]=1.CCN(C(C)C)C(C)C.O. The catalyst is CS(C)=O. The product is [CH:1]([CH:4]1[N:9]([C:22]2[N:27]=[C:26]([C:28]([F:31])([F:30])[F:29])[CH:25]=[CH:24][N:23]=2)[CH2:8][CH2:7][N:6]2[C:10]3[CH:16]=[C:15]([S:17]([CH3:20])(=[O:18])=[O:19])[CH:14]=[CH:13][C:11]=3[N:12]=[C:5]12)([CH3:3])[CH3:2]. The yield is 0.230. (2) The reactants are N[C:2]1[CH:25]=[C:24]([C:26]([O:28][C:29]([CH3:32])([CH3:31])[CH3:30])=[O:27])[CH:23]=[CH:22][C:3]=1[O:4][C:5]1[C:14]([Cl:15])=[C:13]2[C:8]([CH:9]([C:16]([O:18][CH2:19][CH3:20])=[O:17])[CH2:10][CH2:11][O:12]2)=[CH:7][C:6]=1[Cl:21].N(OCC(C)C)=O.O. The catalyst is CN(C=O)C. The product is [C:29]([O:28][C:26]([C:24]1[CH:25]=[CH:2][C:3]([O:4][C:5]2[C:14]([Cl:15])=[C:13]3[C:8]([CH:9]([C:16]([O:18][CH2:19][CH3:20])=[O:17])[CH2:10][CH2:11][O:12]3)=[CH:7][C:6]=2[Cl:21])=[CH:22][CH:23]=1)=[O:27])([CH3:30])([CH3:31])[CH3:32]. The yield is 0.909. (3) The reactants are C[C:2]1[CH:10]=[CH:9][C:5]([C:6]([OH:8])=[O:7])=[C:4]([N:11]([S:13]([C:16]2[CH:21]=[CH:20][C:19](F)=[CH:18][CH:17]=2)(=[O:15])=[O:14])[CH3:12])[C:3]=1[CH3:23].[OH:24][CH2:25][CH2:26][CH2:27][CH2:28][NH:29][C:30]([C:32]1[O:33][C:34]2[CH:40]=[CH:39][CH:38]=[CH:37][C:35]=2[CH:36]=1)=[O:31]. No catalyst specified. The product is [O:33]1[C:34]2[CH:40]=[CH:39][CH:38]=[CH:37][C:35]=2[CH:36]=[C:32]1[C:30]([NH:29][CH2:28][CH2:27][CH2:26][CH2:25][O:24][C:19]1[CH:18]=[CH:17][C:16]([S:13]([N:11]([CH3:12])[C:4]2[C:3]([CH3:23])=[CH:2][CH:10]=[CH:9][C:5]=2[C:6]([OH:8])=[O:7])(=[O:14])=[O:15])=[CH:21][CH:20]=1)=[O:31]. The yield is 0.510. (4) The catalyst is C1COCC1. The reactants are C[Si]([N-][Si](C)(C)C)(C)C.[Li+].[N:11]1([C:22]([O:24][CH2:25][C:26]2[CH:31]=[CH:30][CH:29]=[CH:28][CH:27]=2)=[O:23])[CH2:16][CH2:15][CH2:14][CH:13]([C:17]([O:19][CH2:20][CH3:21])=[O:18])[CH2:12]1.[CH3:32]I.[Cl-].[NH4+]. The yield is 0.980. The product is [CH3:32][C:13]1([C:17]([O:19][CH2:20][CH3:21])=[O:18])[CH2:14][CH2:15][CH2:16][N:11]([C:22]([O:24][CH2:25][C:26]2[CH:31]=[CH:30][CH:29]=[CH:28][CH:27]=2)=[O:23])[CH2:12]1. (5) The reactants are [C:1]1([CH3:9])[CH:6]=[CH:5][C:4]([CH:7]=O)=[CH:3][CH:2]=1.[CH3:10][CH:11]([CH3:15])[C:12](=[O:14])[CH3:13].[OH-].[Ba+2].[OH-]. The catalyst is C(O)C. The product is [CH3:10][CH:11]([CH3:15])[C:12](=[O:14])/[CH:13]=[CH:7]/[C:4]1[CH:5]=[CH:6][C:1]([CH3:9])=[CH:2][CH:3]=1. The yield is 0.900.